Dataset: Forward reaction prediction with 1.9M reactions from USPTO patents (1976-2016). Task: Predict the product of the given reaction. (1) Given the reactants [F:1][C:2]1[CH:22]=[CH:21][C:5]2[N:6]=[C:7]([C:11]3[CH:16]=[CH:15][CH:14]=[CH:13][C:12]=3[O:17]C(=O)C)O[C:9](=[O:10])[C:4]=2[CH:3]=1.[F:23][C:24]1[CH:29]=[CH:28][CH:27]=[CH:26][C:25]=1[CH2:30][CH2:31][NH2:32], predict the reaction product. The product is: [F:1][C:2]1[CH:3]=[C:4]2[C:5](=[CH:21][CH:22]=1)[N:6]=[C:7]([C:11]1[CH:16]=[CH:15][CH:14]=[CH:13][C:12]=1[OH:17])[N:32]([CH2:31][CH2:30][C:25]1[CH:26]=[CH:27][CH:28]=[CH:29][C:24]=1[F:23])[C:9]2=[O:10]. (2) Given the reactants C([O:3][C:4]([C:6]1[C:7]([CH3:27])=[N:8][N:9]2[C:14]([O:15][CH2:16][C:17]3[C:22]([F:23])=[CH:21][CH:20]=[CH:19][C:18]=3[F:24])=[CH:13][C:12]([O:25][CH3:26])=[CH:11][C:10]=12)=[O:5])C.[OH-].[Na+], predict the reaction product. The product is: [F:24][C:18]1[CH:19]=[CH:20][CH:21]=[C:22]([F:23])[C:17]=1[CH2:16][O:15][C:14]1[N:9]2[N:8]=[C:7]([CH3:27])[C:6]([C:4]([OH:5])=[O:3])=[C:10]2[CH:11]=[C:12]([O:25][CH3:26])[CH:13]=1. (3) Given the reactants [F:1][C:2]1[C:7]([F:8])=[CH:6][CH:5]=[CH:4][C:3]=1[C:9]1[C:17]2[N:13]([C:14]([C:26]3[CH:31]=[CH:30][CH:29]=[CH:28][CH:27]=3)=[C:15]3[C:21](=[O:22])[N:20]([CH3:23])[C:19](=[O:24])[N:18]([CH3:25])[C:16]3=2)[CH2:12][CH2:11][CH:10]=1.C([O-])=O.[NH4+], predict the reaction product. The product is: [F:1][C:2]1[C:7]([F:8])=[CH:6][CH:5]=[CH:4][C:3]=1[CH:9]1[C:17]2[N:13]([C:14]([C:26]3[CH:27]=[CH:28][CH:29]=[CH:30][CH:31]=3)=[C:15]3[C:21](=[O:22])[N:20]([CH3:23])[C:19](=[O:24])[N:18]([CH3:25])[C:16]3=2)[CH2:12][CH2:11][CH2:10]1. (4) Given the reactants [N+](C1C=C(S(O[C@@H:14]2[CH2:18][N:17]([C:19]([O:21][C:22]([CH3:25])([CH3:24])[CH3:23])=[O:20])[C@H:16]([C:26]([O:28][CH3:29])=[O:27])[CH2:15]2)(=O)=O)C=CC=1)([O-])=O.C(#N)CC.[Cl:34][C:35]1[CH:40]=[CH:39][CH:38]=[CH:37][C:36]=1[SH:41].C(N(CC)CC)C, predict the reaction product. The product is: [Cl:34][C:35]1[CH:40]=[CH:39][CH:38]=[CH:37][C:36]=1[S:41][C@H:14]1[CH2:18][N:17]([C:19]([O:21][C:22]([CH3:23])([CH3:24])[CH3:25])=[O:20])[C@H:16]([C:26]([O:28][CH3:29])=[O:27])[CH2:15]1.